Dataset: NCI-60 drug combinations with 297,098 pairs across 59 cell lines. Task: Regression. Given two drug SMILES strings and cell line genomic features, predict the synergy score measuring deviation from expected non-interaction effect. (1) Drug 1: CC1=C2C(C(=O)C3(C(CC4C(C3C(C(C2(C)C)(CC1OC(=O)C(C(C5=CC=CC=C5)NC(=O)OC(C)(C)C)O)O)OC(=O)C6=CC=CC=C6)(CO4)OC(=O)C)OC)C)OC. Drug 2: C1=NC2=C(N=C(N=C2N1C3C(C(C(O3)CO)O)F)Cl)N. Cell line: OVCAR-8. Synergy scores: CSS=71.8, Synergy_ZIP=-5.39, Synergy_Bliss=-5.52, Synergy_Loewe=-2.39, Synergy_HSA=1.32. (2) Drug 1: CS(=O)(=O)C1=CC(=C(C=C1)C(=O)NC2=CC(=C(C=C2)Cl)C3=CC=CC=N3)Cl. Drug 2: C1=CN(C(=O)N=C1N)C2C(C(C(O2)CO)O)O.Cl. Cell line: UO-31. Synergy scores: CSS=38.9, Synergy_ZIP=-1.75, Synergy_Bliss=-2.93, Synergy_Loewe=0.227, Synergy_HSA=0.681. (3) Drug 1: CC1OCC2C(O1)C(C(C(O2)OC3C4COC(=O)C4C(C5=CC6=C(C=C35)OCO6)C7=CC(=C(C(=C7)OC)O)OC)O)O. Drug 2: CC1=C(C=C(C=C1)NC(=O)C2=CC=C(C=C2)CN3CCN(CC3)C)NC4=NC=CC(=N4)C5=CN=CC=C5. Cell line: MDA-MB-231. Synergy scores: CSS=22.4, Synergy_ZIP=-5.95, Synergy_Bliss=0.791, Synergy_Loewe=-5.63, Synergy_HSA=1.74. (4) Cell line: SW-620. Drug 2: N.N.Cl[Pt+2]Cl. Synergy scores: CSS=22.5, Synergy_ZIP=-2.07, Synergy_Bliss=0.597, Synergy_Loewe=-6.09, Synergy_HSA=-0.429. Drug 1: CS(=O)(=O)CCNCC1=CC=C(O1)C2=CC3=C(C=C2)N=CN=C3NC4=CC(=C(C=C4)OCC5=CC(=CC=C5)F)Cl. (5) Drug 1: CC12CCC(CC1=CCC3C2CCC4(C3CC=C4C5=CN=CC=C5)C)O. Drug 2: CC1=C(C(=O)C2=C(C1=O)N3CC4C(C3(C2COC(=O)N)OC)N4)N. Cell line: PC-3. Synergy scores: CSS=24.5, Synergy_ZIP=-5.25, Synergy_Bliss=2.33, Synergy_Loewe=-14.2, Synergy_HSA=4.26. (6) Drug 1: C1=CC(=CC=C1CC(C(=O)O)N)N(CCCl)CCCl.Cl. Drug 2: C1C(C(OC1N2C=NC3=C2NC=NCC3O)CO)O. Cell line: 786-0. Synergy scores: CSS=29.2, Synergy_ZIP=-6.24, Synergy_Bliss=0.397, Synergy_Loewe=-0.659, Synergy_HSA=-0.641. (7) Drug 1: CC(C1=C(C=CC(=C1Cl)F)Cl)OC2=C(N=CC(=C2)C3=CN(N=C3)C4CCNCC4)N. Drug 2: C1=CC(=CC=C1C#N)C(C2=CC=C(C=C2)C#N)N3C=NC=N3. Cell line: OVCAR-4. Synergy scores: CSS=-0.152, Synergy_ZIP=0.797, Synergy_Bliss=-0.440, Synergy_Loewe=0.378, Synergy_HSA=-1.92. (8) Cell line: MOLT-4. Drug 1: CC1=C(C=C(C=C1)NC2=NC=CC(=N2)N(C)C3=CC4=NN(C(=C4C=C3)C)C)S(=O)(=O)N.Cl. Drug 2: CC1C(C(CC(O1)OC2CC(CC3=C2C(=C4C(=C3O)C(=O)C5=CC=CC=C5C4=O)O)(C(=O)C)O)N)O. Synergy scores: CSS=45.4, Synergy_ZIP=4.67, Synergy_Bliss=3.82, Synergy_Loewe=-4.90, Synergy_HSA=5.70. (9) Drug 1: CCN(CC)CCNC(=O)C1=C(NC(=C1C)C=C2C3=C(C=CC(=C3)F)NC2=O)C. Drug 2: CN(CCCl)CCCl.Cl. Cell line: IGROV1. Synergy scores: CSS=11.9, Synergy_ZIP=-6.56, Synergy_Bliss=-1.16, Synergy_Loewe=-6.15, Synergy_HSA=-0.896.